Task: Predict the reaction yield, written as a fraction of the theoretical maximum amount of product (1.0 means a 100% yield; for example, 0.34 means a 34% yield).. Dataset: Reaction yield outcomes from USPTO patents with 853,638 reactions (1) The reactants are [Br:1][C:2]1[S:6][CH:5]=[C:4]([C:7]([OH:9])=O)[CH:3]=1.[CH2:10]([NH2:12])[CH3:11]. The catalyst is O. The product is [Br:1][C:2]1[S:6][CH:5]=[C:4]([C:7]([NH:12][CH2:10][CH3:11])=[O:9])[CH:3]=1. The yield is 0.700. (2) The reactants are [CH3:1][C:2]1[CH:7]=[C:6]([N+]([O-])=O)[CH:5]=[C:4]([C:11]([F:14])([F:13])[F:12])[N+:3]=1[O-:15].CC([Br:19])=O. No catalyst specified. The product is [Br:19][C:6]1[CH:5]=[C:4]([C:11]([F:14])([F:13])[F:12])[N+:3]([O-:15])=[C:2]([CH3:1])[CH:7]=1. The yield is 0.550. (3) The yield is 0.910. The catalyst is C(#N)C. The reactants are Br[CH2:2][CH2:3][CH2:4][CH2:5][CH2:6][C:7]([NH:9][C@@H:10]1[CH2:15][CH2:14][CH2:13][CH2:12][C@@H:11]1[C:16]([N:18]1[C@@H:30]2[C@@H:21]([C@H:22]([C:31]3[CH:36]=[CH:35][CH:34]=[CH:33][CH:32]=3)[NH:23][C:24]3[CH:25]=[CH:26][CH:27]=[CH:28][C:29]=32)[CH2:20][CH2:19]1)=[O:17])=[O:8].[NH:37]1[CH2:42][CH2:41][O:40][CH2:39][CH2:38]1.C(=O)([O-])[O-].[K+].[K+].O. The product is [N:37]1([CH2:2][CH2:3][CH2:4][CH2:5][CH2:6][C:7]([NH:9][C@@H:10]2[CH2:15][CH2:14][CH2:13][CH2:12][C@@H:11]2[C:16]([N:18]2[C@@H:30]3[C@@H:21]([C@H:22]([C:31]4[CH:36]=[CH:35][CH:34]=[CH:33][CH:32]=4)[NH:23][C:24]4[CH:25]=[CH:26][CH:27]=[CH:28][C:29]=43)[CH2:20][CH2:19]2)=[O:17])=[O:8])[CH2:42][CH2:41][O:40][CH2:39][CH2:38]1. (4) The reactants are [F:1][C:2]1[CH:7]=[CH:6][CH:5]=[C:4]([F:8])[C:3]=1[OH:9].[N+:10]([O-])([OH:12])=[O:11].O. The catalyst is C(O)(=O)C. The product is [F:1][C:2]1[CH:7]=[C:6]([N+:10]([O-:12])=[O:11])[CH:5]=[C:4]([F:8])[C:3]=1[OH:9]. The yield is 0.510. (5) The reactants are [Cl:1][C:2]1[CH:3]=[C:4]([CH:7]=[CH:8][C:9]=1[CH2:10][NH:11][C:12]1[CH:17]=[CH:16][CH:15]=[CH:14][N:13]=1)[CH:5]=O.[C:18]([O-])([O-])=O.[K+].[K+]. The catalyst is O1CCOCC1.[Br-].C[P+](C1C=CC=CC=1)(C1C=CC=CC=1)C1C=CC=CC=1. The product is [Cl:1][C:2]1[CH:3]=[C:4]([CH:5]=[CH2:18])[CH:7]=[CH:8][C:9]=1[CH2:10][NH:11][C:12]1[CH:17]=[CH:16][CH:15]=[CH:14][N:13]=1. The yield is 0.500. (6) The reactants are [CH3:1][C:2]1[CH:10]=[C:9]([CH3:11])[C:5]([C:6]([NH2:8])=[O:7])=[C:4]([N+:12]([O-])=O)[CH:3]=1. The catalyst is CO.[C].[Pd]. The product is [NH2:12][C:4]1[CH:3]=[C:2]([CH3:1])[CH:10]=[C:9]([CH3:11])[C:5]=1[C:6]([NH2:8])=[O:7]. The yield is 0.950.